From a dataset of Full USPTO retrosynthesis dataset with 1.9M reactions from patents (1976-2016). Predict the reactants needed to synthesize the given product. (1) Given the product [CH2:24]([O:17][C:3]1[CH:4]=[CH:5][C:6]([CH:8]2[O:13][CH2:12][CH2:11][N:10]([CH2:14][CH2:15][CH3:16])[CH2:9]2)=[CH:7][C:2]=1[Br:1])[C:25]1[CH:30]=[CH:29][CH:28]=[CH:27][CH:26]=1, predict the reactants needed to synthesize it. The reactants are: [Br:1][C:2]1[CH:7]=[C:6]([CH:8]2[O:13][CH2:12][CH2:11][N:10]([CH2:14][CH2:15][CH3:16])[CH2:9]2)[CH:5]=[CH:4][C:3]=1[OH:17].C(=O)([O-])[O-].[K+].[K+].[CH2:24](Br)[C:25]1[CH:30]=[CH:29][CH:28]=[CH:27][CH:26]=1. (2) Given the product [CH2:10]([O:21][C:22]1[CH:23]=[C:24]([CH:27]=[C:28]([O:30][CH2:31][CH2:32][CH2:33][CH2:34][CH2:35][CH2:36][CH2:37][CH2:38][CH2:39][CH2:40][CH3:41])[CH:29]=1)[CH2:25][Cl:8])[CH2:11][CH2:12][CH2:13][CH2:14][CH2:15][CH2:16][CH2:17][CH2:18][CH2:19][CH3:20], predict the reactants needed to synthesize it. The reactants are: CN(C=O)C.S(Cl)([Cl:8])=O.[CH2:10]([O:21][C:22]1[CH:23]=[C:24]([CH:27]=[C:28]([O:30][CH2:31][CH2:32][CH2:33][CH2:34][CH2:35][CH2:36][CH2:37][CH2:38][CH2:39][CH2:40][CH3:41])[CH:29]=1)[CH2:25]O)[CH2:11][CH2:12][CH2:13][CH2:14][CH2:15][CH2:16][CH2:17][CH2:18][CH2:19][CH3:20].N1C=CC=CC=1. (3) Given the product [CH3:8][O:9][CH:10]1[CH2:15][CH2:14][CH2:13][CH2:12][CH:11]1[NH:7][C:4]1[NH:3][C:2]([CH3:1])=[N:6][N:5]=1, predict the reactants needed to synthesize it. The reactants are: [CH3:1][C:2]1[NH:3][C:4]([NH2:7])=[N:5][N:6]=1.[CH3:8][O:9][CH:10]1[CH2:15][CH2:14][CH2:13][CH2:12][C:11]1=O.C([BH3-])#N.[Na+].O. (4) Given the product [CH2:7]([O:14][C@H:15]1[C@H:20]([O:21][CH2:22][C:23]2[CH:28]=[CH:27][CH:26]=[CH:25][CH:24]=2)[C@@H:19]([O:29][CH2:30][C:31]2[CH:36]=[CH:35][CH:34]=[CH:33][CH:32]=2)[C@@:18]([C:39]2[CH:44]=[CH:43][C:42]([Cl:45])=[C:41]([CH2:46][C:47]3[CH:48]=[CH:49][C:50]4[O:54][CH2:53][CH2:52][C:51]=4[CH:55]=3)[CH:40]=2)([O:37][CH3:38])[O:17][C@@H:16]1[CH:56]=[O:57])[C:8]1[CH:9]=[CH:10][CH:11]=[CH:12][CH:13]=1, predict the reactants needed to synthesize it. The reactants are: C(Cl)(=O)C(Cl)=O.[CH2:7]([O:14][C@H:15]1[C@H:20]([O:21][CH2:22][C:23]2[CH:28]=[CH:27][CH:26]=[CH:25][CH:24]=2)[C@@H:19]([O:29][CH2:30][C:31]2[CH:36]=[CH:35][CH:34]=[CH:33][CH:32]=2)[C@@:18]([C:39]2[CH:44]=[CH:43][C:42]([Cl:45])=[C:41]([CH2:46][C:47]3[CH:48]=[CH:49][C:50]4[O:54][CH2:53][CH2:52][C:51]=4[CH:55]=3)[CH:40]=2)([O:37][CH3:38])[O:17][C@@H:16]1[CH2:56][OH:57])[C:8]1[CH:13]=[CH:12][CH:11]=[CH:10][CH:9]=1.C(N(CC)CC)C. (5) Given the product [Cl:14][C:15]1[N:16]=[C:17]([NH:13][C:9]2[CH:10]=[CH:11][CH:12]=[C:7]([N:3]3[CH2:4][CH2:5][CH2:6][C@@H:2]3[CH3:1])[CH:8]=2)[C:18]2[N:23]=[CH:22][S:21][C:19]=2[N:20]=1, predict the reactants needed to synthesize it. The reactants are: [CH3:1][C@H:2]1[CH2:6][CH2:5][CH2:4][N:3]1[C:7]1[CH:8]=[C:9]([NH2:13])[CH:10]=[CH:11][CH:12]=1.[Cl:14][C:15]1[N:16]=[C:17](Cl)[C:18]2[N:23]=[CH:22][S:21][C:19]=2[N:20]=1.CCN(C(C)C)C(C)C. (6) Given the product [C:15]1([CH3:22])[CH:16]=[C:17]([CH3:21])[CH:18]=[C:19]([CH3:20])[C:14]=1[N:13]1[C:8]2[C:7](=[CH:12][CH:11]=[CH:10][CH:9]=2)[C:41]2([C:42]3[CH:29]=[CH:30][CH:31]=[CH:32][C:33]=3[O:34][C:35]3[C:40]2=[CH:39][CH:38]=[CH:37][CH:36]=3)[C:24]2[CH:25]=[CH:26][CH:27]=[CH:28][C:23]1=2, predict the reactants needed to synthesize it. The reactants are: C([Li])CCC.Br[C:7]1[CH:12]=[CH:11][CH:10]=[CH:9][C:8]=1[N:13]([C:23]1[CH:28]=[CH:27][CH:26]=[CH:25][CH:24]=1)[C:14]1[C:19]([CH3:20])=[CH:18][C:17]([CH3:21])=[CH:16][C:15]=1[CH3:22].[CH:29]1[C:42]2[C:41](=O)[C:40]3[C:35](=[CH:36][CH:37]=[CH:38][CH:39]=3)[O:34][C:33]=2[CH:32]=[CH:31][CH:30]=1.